From a dataset of Catalyst prediction with 721,799 reactions and 888 catalyst types from USPTO. Predict which catalyst facilitates the given reaction. (1) Reactant: [C:1]([O:5][C:6]([C:8]1([CH2:11][CH:12]=C)[CH2:10][CH2:9]1)=[O:7])([CH3:4])([CH3:3])[CH3:2].[O:14]=[O+][O-]. Product: [C:1]([O:5][C:6]([C:8]1([CH2:11][CH:12]=[O:14])[CH2:10][CH2:9]1)=[O:7])([CH3:4])([CH3:3])[CH3:2]. The catalyst class is: 138. (2) Reactant: Br[C:2]1[C:11]2[O:10][CH2:9][CH:8]([C:12]3[CH:17]=[CH:16][CH:15]=[CH:14][N:13]=3)[N:7]3[C:18](=[O:20])[NH:19][C:5]([C:6]=23)=[CH:4][CH:3]=1.[C:21]([O:29][CH2:30][C:31]1[O:35][N:34]=[C:33]([CH3:36])[C:32]=1B(O)O)(=[O:28])[C:22]1[CH:27]=[CH:26][CH:25]=[CH:24][CH:23]=1.ClCCl. Product: [C:21]([O:29][CH2:30][C:31]1[O:35][N:34]=[C:33]([CH3:36])[C:32]=1[C:2]1[C:11]2[O:10][CH2:9][CH:8]([C:12]3[CH:17]=[CH:16][CH:15]=[CH:14][N:13]=3)[N:7]3[C:18](=[O:20])[NH:19][C:5]([C:6]=23)=[CH:4][CH:3]=1)(=[O:28])[C:22]1[CH:23]=[CH:24][CH:25]=[CH:26][CH:27]=1. The catalyst class is: 117. (3) Reactant: [Cl-].C[O:3]C[P+](C1C=CC=CC=1)(C1C=CC=CC=1)C1C=CC=CC=1.C1([Li])C=CC=CC=1.[CH2:31]([O:35][CH2:36][CH2:37][CH2:38][CH3:39])CCC.[Cl:40][C:41]1[CH:48]=CC(C#N)=[CH:43][CH:42]=1. Product: [Cl:40][C:41]1[CH:48]=[CH:39][C:38]([C:37](=[O:3])[CH2:36][O:35][CH3:31])=[CH:43][CH:42]=1. The catalyst class is: 7. (4) Reactant: [OH:1][C:2]1[CH:3]=[CH:4][CH:5]=[C:6]2[C:11]=1[N:10]=[CH:9][CH:8]=[CH:7]2.[Ir:12](Cl)(Cl)Cl.[C:16]1([C:22]2[S:23][C:24]3[CH:30]=[CH:29][CH:28]=[CH:27][C:25]=3[N:26]=2)[CH:21]=[CH:20][CH:19]=[CH:18][CH:17]=1.[C:31](=[O:34])([O-:33])[O-:32].[Na+].[Na+]. Product: [OH:1][C:2]1[CH:3]=[CH:4][CH:5]=[C:6]2[C:11]=1[N:10]=[C:9]([C:31]([O-:33])=[O:32])[CH:8]=[CH:7]2.[Ir+3:12].[C:16]1([C:22]2[S:23][C:24]3[CH:30]=[CH:29][CH:28]=[CH:27][C:25]=3[N:26]=2)[CH:17]=[CH:18][CH:19]=[CH:20][CH:21]=1.[C:16]1([C:22]2[S:23][C:24]3[CH:30]=[CH:29][CH:28]=[CH:27][C:25]=3[N:26]=2)[CH:17]=[CH:18][CH:19]=[CH:20][CH:21]=1.[OH:1][C:2]1[CH:3]=[CH:4][CH:5]=[C:6]2[C:11]=1[N:10]=[C:9]([C:31]([O-:32])=[O:34])[CH:8]=[CH:7]2.[OH:1][C:2]1[CH:3]=[CH:4][CH:5]=[C:6]2[C:11]=1[N:10]=[C:9]([C:31]([O-:33])=[O:32])[CH:8]=[CH:7]2. The catalyst class is: 486. (5) Reactant: CS(O[CH:6]1[CH2:11][CH2:10][N:9]([C:12]([O:14][C:15]([CH3:18])([CH3:17])[CH3:16])=[O:13])[CH2:8][CH2:7]1)(=O)=O.[CH3:19][S-:20].[Na+]. Product: [CH3:19][S:20][CH:6]1[CH2:7][CH2:8][N:9]([C:12]([O:14][C:15]([CH3:16])([CH3:17])[CH3:18])=[O:13])[CH2:10][CH2:11]1. The catalyst class is: 5.